Dataset: Forward reaction prediction with 1.9M reactions from USPTO patents (1976-2016). Task: Predict the product of the given reaction. (1) The product is: [Cl:1][C:2]1[C:3]([O:48][CH3:49])=[CH:4][CH:5]=[C:6]2[C:11]=1[N:10]=[C:9]([N:12]1[CH:16]=[CH:15][C:14]([C:17]([F:19])([F:20])[F:18])=[N:13]1)[CH:8]=[C:7]2[O:21][C@@H:22]1[CH2:26][N:25]([C:27]([NH:29][C@:30]2([C:54](=[O:55])[NH:56][S:57]([CH:60]3[CH2:62][CH2:61]3)(=[O:59])=[O:58])[CH2:32][C@H:31]2[CH:33]=[CH2:34])=[O:28])[C@H:24]([C:38]([N:39]([CH2:41][CH2:42][CH2:43][CH2:44][CH:45]=[CH2:46])[CH3:40])=[O:47])[CH2:23]1. Given the reactants [Cl:1][C:2]1[C:3]([O:48][CH3:49])=[CH:4][CH:5]=[C:6]2[C:11]=1[N:10]=[C:9]([N:12]1[CH:16]=[CH:15][C:14]([C:17]([F:20])([F:19])[F:18])=[N:13]1)[CH:8]=[C:7]2[O:21][C@@H:22]1[CH2:26][N:25]([C:27]([NH:29][C@:30]2(C(O)=O)[CH2:32][C@H:31]2[CH:33]=[CH2:34])=[O:28])[C@H:24]([C:38](=[O:47])[N:39]([CH2:41][CH2:42][CH2:43][CH2:44][CH:45]=[CH2:46])[CH3:40])[CH2:23]1.C1(N)CC1.[C:54](=[N:56][S:57]([C:60]1(C)[CH2:62][CH2:61]1)(=[O:59])=[O:58])=[O:55], predict the reaction product. (2) Given the reactants [CH2:1]([O:3][C:4]([CH:6]1[CH2:11][NH:10][CH2:9][CH2:8][NH:7]1)=[O:5])[CH3:2].Br[CH:13]([C:20]1[CH:25]=[CH:24][CH:23]=[CH:22][CH:21]=1)[C:14]1[CH:19]=[CH:18][CH:17]=[CH:16][CH:15]=1.C([O-])([O-])=O.[K+].[K+], predict the reaction product. The product is: [CH2:1]([O:3][C:4]([CH:6]1[CH2:11][N:10]([CH:13]([C:14]2[CH:19]=[CH:18][CH:17]=[CH:16][CH:15]=2)[C:20]2[CH:25]=[CH:24][CH:23]=[CH:22][CH:21]=2)[CH2:9][CH2:8][NH:7]1)=[O:5])[CH3:2].